This data is from CYP2D6 substrate classification data from Carbon-Mangels et al.. The task is: Regression/Classification. Given a drug SMILES string, predict its absorption, distribution, metabolism, or excretion properties. Task type varies by dataset: regression for continuous measurements (e.g., permeability, clearance, half-life) or binary classification for categorical outcomes (e.g., BBB penetration, CYP inhibition). Dataset: cyp2d6_substrate_carbonmangels. (1) The molecule is C[C@@H]1C[C@H]2[C@@H]3CCC4=CC(=O)C=C[C@]4(C)[C@@]3(F)[C@@H](O)C[C@]2(C)[C@@]1(O)C(=O)CO. The result is 0 (non-substrate). (2) The compound is COc1cc(N)c(Cl)cc1C(=O)N[C@H]1CCN(CCCOc2ccc(F)cc2)C[C@H]1OC. The result is 1 (substrate). (3) The molecule is COC1=CC(=O)C[C@@H](C)[C@]12Oc1c(Cl)c(OC)cc(OC)c1C2=O. The result is 0 (non-substrate). (4) The drug is CC(=O)[C@@]1(O)CC[C@H]2[C@@H]3C=C(Cl)C4=CC(=O)[C@@H]5C[C@@H]5[C@]4(C)[C@H]3CC[C@@]21C. The result is 0 (non-substrate). (5) The drug is CCn1cc(C(=O)O)c(=O)c2cc(F)c(N3CCNCC3)cc21. The result is 0 (non-substrate). (6) The drug is Cc1ncc2n1-c1ccc(Cl)cc1C(c1ccccc1F)=NC2. The result is 0 (non-substrate). (7) The compound is Cc1cc2c(s1)Nc1ccccc1N=C2N1CCN(C)CC1. The result is 1 (substrate).